This data is from Full USPTO retrosynthesis dataset with 1.9M reactions from patents (1976-2016). The task is: Predict the reactants needed to synthesize the given product. (1) Given the product [OH:14][C@@H:11]1[CH2:12][CH2:13][N:8]([C:6]([O:5][C:1]([CH3:2])([CH3:3])[CH3:4])=[O:7])[C@H:9]([C:15](=[O:17])[NH:42][C@H:32]2[C:41]3[C:36](=[CH:37][CH:38]=[CH:39][CH:40]=3)[CH2:35][CH2:34][CH2:33]2)[CH2:10]1, predict the reactants needed to synthesize it. The reactants are: [C:1]([O:5][C:6]([N:8]1[CH2:13][CH2:12][C@@H:11]([OH:14])[CH2:10][C@H:9]1[C:15]([OH:17])=O)=[O:7])([CH3:4])([CH3:3])[CH3:2].C(Cl)CCl.C1C=CC2N(O)N=NC=2C=1.[C@H:32]1([NH2:42])[C:41]2[C:36](=[CH:37][CH:38]=[CH:39][CH:40]=2)[CH2:35][CH2:34][CH2:33]1.C(N(C(C)C)C(C)C)C.C([O-])(O)=O.[Na+]. (2) Given the product [Cl:48][C:28]1[CH:29]=[C:30](/[C:33](/[C:40]2[NH:41][C:42](=[O:47])[C:43]([CH3:46])=[CH:44][CH:45]=2)=[CH:34]\[CH:35]2[CH2:39][CH2:38][CH2:37][CH2:36]2)[CH:31]=[CH:32][C:27]=1[S:26][CH2:25][CH2:24][CH2:23][N:9]([CH2:10][CH3:11])[CH2:7][CH3:8], predict the reactants needed to synthesize it. The reactants are: C(=O)([O-])[O-].[K+].[K+].[CH2:7]([NH:9][CH2:10][CH3:11])[CH3:8].CC1C=CC(S(O[CH2:23][CH2:24][CH2:25][S:26][C:27]2[CH:32]=[CH:31][C:30](/[C:33](/[C:40]3[NH:41][C:42](=[O:47])[C:43]([CH3:46])=[CH:44][CH:45]=3)=[CH:34]\[CH:35]3[CH2:39][CH2:38][CH2:37][CH2:36]3)=[CH:29][C:28]=2[Cl:48])(=O)=O)=CC=1.O. (3) Given the product [Br:1][C:2]1[CH:3]=[C:4]([CH:5]=[C:6]([C:8]([F:11])([F:10])[F:9])[CH:7]=1)[CH2:12][O:14][CH2:15][C:16]1([C:29]2[CH:30]=[CH:31][CH:32]=[CH:33][CH:34]=2)[CH2:21][CH2:20][N:19]([C:22]([O:24][C:25]([CH3:27])([CH3:28])[CH3:26])=[O:23])[CH2:18][CH2:17]1, predict the reactants needed to synthesize it. The reactants are: [Br:1][C:2]1[CH:7]=[C:6]([C:8]([F:11])([F:10])[F:9])[CH:5]=[C:4]([CH2:12]Br)[CH:3]=1.[OH:14][CH2:15][C:16]1([C:29]2[CH:34]=[CH:33][CH:32]=[CH:31][CH:30]=2)[CH2:21][CH2:20][N:19]([C:22]([O:24][C:25]([CH3:28])([CH3:27])[CH3:26])=[O:23])[CH2:18][CH2:17]1.[H-].[Na+]. (4) Given the product [Br:18][CH2:19][C:20]([NH:6][C:4]1[CH:3]=[N:2][O:1][CH:5]=1)=[O:21], predict the reactants needed to synthesize it. The reactants are: [O:1]1[CH:5]=[C:4]([NH2:6])[CH:3]=[N:2]1.C([O-])([O-])=O.[Na+].[Na+].C([O-])(O)=O.[Na+].[Br:18][CH2:19][C:20](Br)=[O:21]. (5) Given the product [C:30]1([C:18]2([C:12]3[CH:17]=[CH:16][CH:15]=[CH:14][CH:13]=3)[CH2:26][C:25]3[N:24]([S:7]([C:4]4[CH:5]=[CH:6][C:1]([CH3:11])=[CH:2][CH:3]=4)(=[O:9])=[O:8])[N:23]=[C:22]([C:27]([OH:29])=[O:28])[C:21]=3[CH:20]=[CH:19]2)[CH:31]=[CH:32][CH:33]=[CH:34][CH:35]=1, predict the reactants needed to synthesize it. The reactants are: [C:1]1([CH3:11])[CH:6]=[CH:5][C:4]([S:7](Cl)(=[O:9])=[O:8])=[CH:3][CH:2]=1.[C:12]1([C:18]2([C:30]3[CH:35]=[CH:34][CH:33]=[CH:32][CH:31]=3)[CH2:26][C:25]3[NH:24][N:23]=[C:22]([C:27]([OH:29])=[O:28])[C:21]=3[CH:20]=[CH:19]2)[CH:17]=[CH:16][CH:15]=[CH:14][CH:13]=1. (6) Given the product [Cl:1][C:2]1[CH:7]=[C:6]([CH2:8][S:9]([CH3:11])(=[NH:18])=[O:10])[CH:5]=[C:4]([O:12][CH3:13])[N:3]=1, predict the reactants needed to synthesize it. The reactants are: [Cl:1][C:2]1[CH:7]=[C:6]([CH2:8][S:9]([CH3:11])=[O:10])[CH:5]=[C:4]([O:12][CH3:13])[N:3]=1.FC(F)(F)C([NH2:18])=O.[O-2].[Mg+2].C(O)(=O)C.C(O)(=O)C.IC1C=CC=CC=1.C(=O)([O-])[O-].[K+].[K+]. (7) Given the product [Cl:19][C:20]1[CH:27]=[CH:26][C:23]([CH2:24][N:4]2[CH2:5][CH2:6][N:1]([C:7]3[CH:16]=[CH:15][CH:14]=[C:13]4[C:8]=3[C:9]([NH2:18])=[N:10][C:11]([NH2:17])=[N:12]4)[CH2:2][CH2:3]2)=[CH:22][CH:21]=1, predict the reactants needed to synthesize it. The reactants are: [N:1]1([C:7]2[CH:16]=[CH:15][CH:14]=[C:13]3[C:8]=2[C:9]([NH2:18])=[N:10][C:11]([NH2:17])=[N:12]3)[CH2:6][CH2:5][NH:4][CH2:3][CH2:2]1.[Cl:19][C:20]1[CH:27]=[CH:26][C:23]([CH2:24]Cl)=[CH:22][CH:21]=1.